From a dataset of Reaction yield outcomes from USPTO patents with 853,638 reactions. Predict the reaction yield, written as a fraction of the theoretical maximum amount of product (1.0 means a 100% yield; for example, 0.34 means a 34% yield). (1) The reactants are [Cl:1][C:2]1[CH:3]=[C:4]([CH:8]=[CH:9][CH:10]=1)[C:5]([OH:7])=O.Cl.[CH3:12][O:13][C:14](=[O:19])[C@H:15]([CH2:17][OH:18])[NH2:16].C1C=CC2N(O)N=NC=2C=1.CN1CCOCC1.CCN=C=NCCCN(C)C. The catalyst is CN(C=O)C.C(OCC)(=O)C. The product is [CH3:12][O:13][C:14](=[O:19])[CH:15]([NH:16][C:5](=[O:7])[C:4]1[CH:8]=[CH:9][CH:10]=[C:2]([Cl:1])[CH:3]=1)[CH2:17][OH:18]. The yield is 0.930. (2) The reactants are [NH2:1][C:2]1[CH:9]=[CH:8][CH:7]=[CH:6][C:3]=1[CH2:4]O.[BrH:10].[C:11]1([P:17]([C:24]2[CH:29]=[CH:28][CH:27]=[CH:26][CH:25]=2)[C:18]2[CH:23]=[CH:22][CH:21]=[CH:20][CH:19]=2)[CH:16]=[CH:15][CH:14]=[CH:13][CH:12]=1. The catalyst is C(#N)C. The product is [Br-:10].[C:24]1([P+:17]([C:11]2[CH:12]=[CH:13][CH:14]=[CH:15][CH:16]=2)([C:18]2[CH:23]=[CH:22][CH:21]=[CH:20][CH:19]=2)[CH2:4][C:3]2[CH:6]=[CH:7][CH:8]=[CH:9][C:2]=2[NH2:1])[CH:25]=[CH:26][CH:27]=[CH:28][CH:29]=1. The yield is 0.880. (3) The reactants are [O:1]=[C:2]1[NH:7][CH2:6][C@@H:5]([NH:8]C(OC(C)(C)C)=O)[CH2:4][CH2:3]1.C([Cl:19])(=O)C.C1(N)C(F)=C(F)C(F)=C(N)C=1F.Cl.Cl. The catalyst is C(O)C. The product is [ClH:19].[NH2:8][C@@H:5]1[CH2:6][NH:7][C:2](=[O:1])[CH2:3][CH2:4]1. The yield is 0.990. (4) The reactants are [F:1][C:2]1[CH:3]=[C:4]([NH:24][C:25](=[O:37])[CH2:26]C(NC2C=CC(F)=CC=2)=O)[CH:5]=[CH:6][C:7]=1[O:8][C:9]1[CH:14]=[CH:13][N:12]=[C:11]([NH:15]CCN2CCOCC2)C=1.[CH2:38]([O:45][C:46]1[CH:52]=[CH:51][C:49]([NH2:50])=[CH:48][CH:47]=1)[C:39]1[CH:44]=[CH:43][CH:42]=[CH:41][CH:40]=1.COCCOCCOC. The catalyst is O. The product is [CH2:38]([O:45][C:46]1[CH:47]=[CH:48][C:49]([NH:50][C:13]2[N:12]=[CH:11][N:15]=[C:9]([O:8][C:7]3[CH:6]=[CH:5][C:4]([NH:24][C:25](=[O:37])[CH3:26])=[CH:3][C:2]=3[F:1])[CH:14]=2)=[CH:51][CH:52]=1)[C:39]1[CH:40]=[CH:41][CH:42]=[CH:43][CH:44]=1. The yield is 0.220. (5) The reactants are [OH:1][C:2]1[CH:29]=[CH:28][C:5]2[C:6](=[O:27])/[C:7](=[CH:9]/[C:10]3[C:18]4[C:13](=[CH:14][CH:15]=[C:16]([O:19][CH3:20])[CH:17]=4)[NH:12][C:11]=3[C:21]3[CH:26]=[CH:25][CH:24]=[CH:23][CH:22]=3)/[O:8][C:4]=2[CH:3]=1.C(N(CC)CC)C.[C:37]1([P:43](Cl)(Cl)=[O:44])[CH:42]=[CH:41][CH:40]=[CH:39][CH:38]=1.Cl.C1C[O:51]CC1. The catalyst is O. The product is [C:37]1([P:43](=[O:44])([OH:51])[O:1][C:2]2[CH:29]=[CH:28][C:5]3[C:6](=[O:27])/[C:7](=[CH:9]/[C:10]4[C:18]5[C:13](=[CH:14][CH:15]=[C:16]([O:19][CH3:20])[CH:17]=5)[NH:12][C:11]=4[C:21]4[CH:26]=[CH:25][CH:24]=[CH:23][CH:22]=4)/[O:8][C:4]=3[CH:3]=2)[CH:42]=[CH:41][CH:40]=[CH:39][CH:38]=1. The yield is 0.260. (6) The reactants are C(OC([N:8]1[C@H:13]([C:14](=[O:29])[NH:15][CH2:16][C:17]2[CH:22]=[C:21]([Cl:23])[CH:20]=[CH:19][C:18]=2[N:24]2[CH:28]=[N:27][N:26]=[N:25]2)[CH2:12][C@H:11]2[C@@H:9]1[CH2:10]2)=O)(C)(C)C.Cl. The catalyst is CO. The product is [Cl:23][C:21]1[CH:20]=[CH:19][C:18]([N:24]2[CH:28]=[N:27][N:26]=[N:25]2)=[C:17]([CH:22]=1)[CH2:16][NH:15][C:14]([C@@H:13]1[CH2:12][C@H:11]2[C@H:9]([CH2:10]2)[NH:8]1)=[O:29]. The yield is 0.870. (7) The reactants are [NH2:1][C:2]1[N:7]=[C:6]([NH2:8])[N:5]=[C:4]2[N:9]=[C:10]([N:13]([CH2:20][C:21]3[C:30]4[C:25](=[CH:26][CH:27]=[CH:28][CH:29]=4)[CH:24]=[CH:23][C:22]=3[O:31][CH2:32][CH3:33])[CH2:14][CH:15]([OH:19])[C:16](O)=[O:17])[N:11]=[CH:12][C:3]=12.CN([P+](Br)(N(C)C)N(C)C)C.F[P-](F)(F)(F)(F)F.CCN(C(C)C)C(C)C.[CH2:61]([NH2:64])[CH2:62][NH2:63]. The catalyst is CN(C=O)C. The product is [NH2:63][CH2:62][CH2:61][NH:64][C:16](=[O:17])[CH:15]([OH:19])[CH2:14][N:13]([C:10]1[N:11]=[CH:12][C:3]2[C:4]([N:9]=1)=[N:5][C:6]([NH2:8])=[N:7][C:2]=2[NH2:1])[CH2:20][C:21]1[C:30]2[C:25](=[CH:26][CH:27]=[CH:28][CH:29]=2)[CH:24]=[CH:23][C:22]=1[O:31][CH2:32][CH3:33]. The yield is 0.160. (8) The reactants are [C:1]([NH2:20])([C:14]1[CH:19]=[CH:18][CH:17]=[CH:16][CH:15]=1)([C:8]1[CH:13]=[CH:12][CH:11]=[CH:10][CH:9]=1)[C:2]1[CH:7]=[CH:6][CH:5]=[CH:4][CH:3]=1.[Br:21][C:22]1[CH:27]=[CH:26][C:25]([C:28]2[CH:33]=[CH:32][C:31](Br)=[CH:30][CH:29]=2)=[CH:24][CH:23]=1.CC(C)([O-])C.[Na+]. The catalyst is C1(C)C=CC=CC=1.C1(P([C-]2C=CC=C2)C2C=CC=CC=2)C=CC=CC=1.[CH-]1C=CC=C1.[Fe+2].[Pd].[Pd].C(=CC(C=CC1C=CC=CC=1)=O)C1C=CC=CC=1.C(=CC(C=CC1C=CC=CC=1)=O)C1C=CC=CC=1.C(=CC(C=CC1C=CC=CC=1)=O)C1C=CC=CC=1. The product is [C:1]([NH:20][C:22]1[CH:27]=[CH:26][CH:25]=[CH:24][CH:23]=1)([C:8]1[CH:13]=[CH:12][CH:11]=[CH:10][CH:9]=1)([C:14]1[CH:15]=[CH:16][CH:17]=[CH:18][CH:19]=1)[C:2]1[CH:3]=[CH:4][CH:5]=[CH:6][CH:7]=1.[Br-:21].[C:25]1([C:28]2[CH:29]=[CH:30][CH:31]=[CH:32][CH:33]=2)[CH:26]=[CH:27][CH:22]=[CH:23][CH:24]=1.[C:14]1([C:1]2[CH:8]=[CH:13][CH:12]=[CH:11][CH:10]=2)[CH:15]=[CH:16][CH:17]=[CH:18][CH:19]=1. The yield is 0.835.